This data is from Forward reaction prediction with 1.9M reactions from USPTO patents (1976-2016). The task is: Predict the product of the given reaction. (1) Given the reactants [NH2:1][C:2]1[CH:7]=[CH:6][C:5]([Cl:8])=[CH:4][C:3]=1[NH:9][CH:10]1[CH2:15][CH2:14][N:13]([C:16]([O:18][C:19]([CH3:22])([CH3:21])[CH3:20])=[O:17])[CH2:12][CH2:11]1.[C:23](Cl)(Cl)=[O:24].C(N(CC)CC)C, predict the reaction product. The product is: [Cl:8][C:5]1[CH:6]=[CH:7][C:2]2[NH:1][C:23](=[O:24])[N:9]([CH:10]3[CH2:11][CH2:12][N:13]([C:16]([O:18][C:19]([CH3:22])([CH3:21])[CH3:20])=[O:17])[CH2:14][CH2:15]3)[C:3]=2[CH:4]=1. (2) Given the reactants [Cl:1][C:2]1[CH:7]=[CH:6][C:5]([C:8]2[CH:13]=[C:12]([C:14]([F:17])([F:16])[F:15])[N:11]3[N:18]=[C:19]([C:21](Cl)=[O:22])[CH:20]=[C:10]3[N:9]=2)=[CH:4][CH:3]=1.[CH3:24][S:25]([C:28]1[CH:29]=[C:30]([NH2:34])[CH:31]=[CH:32][CH:33]=1)(=[O:27])=[O:26].N1C=CC=CC=1, predict the reaction product. The product is: [CH3:24][S:25]([C:28]1[CH:29]=[C:30]([NH:34][C:21]([C:19]2[CH:20]=[C:10]3[N:9]=[C:8]([C:5]4[CH:4]=[CH:3][C:2]([Cl:1])=[CH:7][CH:6]=4)[CH:13]=[C:12]([C:14]([F:16])([F:15])[F:17])[N:11]3[N:18]=2)=[O:22])[CH:31]=[CH:32][CH:33]=1)(=[O:26])=[O:27]. (3) Given the reactants Cl[C:2]1[CH:12]=[CH:11][C:5]([C:6]([O:8][CH2:9][CH3:10])=[O:7])=[CH:4][C:3]=1[N+:13]([O-:15])=[O:14].[C:16]([O-:19])([O-])=[O:17].[K+].[K+].[NH2:22][CH:23]1[CH2:28][CH2:27][CH:26](NC(=O)OC(C)(C)C)[CH2:25][CH2:24]1, predict the reaction product. The product is: [C:5]([O:19][C:16]([CH:26]1[CH2:25][CH2:24][CH:23]([NH:22][C:2]2[CH:12]=[CH:11][C:5]([C:6]([O:8][CH2:9][CH3:10])=[O:7])=[CH:4][C:3]=2[N+:13]([O-:15])=[O:14])[CH2:28][CH2:27]1)=[O:17])([CH3:11])([CH3:6])[CH3:4]. (4) Given the reactants [Cl:1][C:2]1[C:7]([CH:8]=[O:9])=[CH:6][N:5]=[C:4]2[NH:10][CH:11]=[CH:12][C:3]=12.[H-].[Na+].[CH3:15][Si:16]([CH3:23])([CH3:22])[CH2:17][CH2:18][O:19][CH2:20]Cl, predict the reaction product. The product is: [Cl:1][C:2]1[C:7]([CH:8]=[O:9])=[CH:6][N:5]=[C:4]2[N:10]([CH2:20][O:19][CH2:18][CH2:17][Si:16]([CH3:23])([CH3:22])[CH3:15])[CH:11]=[CH:12][C:3]=12. (5) Given the reactants [NH2:1][C:2]1[CH:3]=[CH:4][C:5]2[C:11]([CH3:13])([CH3:12])[CH2:10][CH2:9][C:8](=[O:14])[N:7]([CH2:15][CH2:16][O:17][CH3:18])[C:6]=2[CH:19]=1.Cl[C:21]1[N:26]=[C:25]([NH:27][C:28]2[C:37]([F:38])=[CH:36][CH:35]=[CH:34][C:29]=2[C:30]([NH:32][CH3:33])=[O:31])[C:24]([Cl:39])=[CH:23][N:22]=1, predict the reaction product. The product is: [Cl:39][C:24]1[C:25]([NH:27][C:28]2[C:37]([F:38])=[CH:36][CH:35]=[CH:34][C:29]=2[C:30]([NH:32][CH3:33])=[O:31])=[N:26][C:21]([NH:1][C:2]2[CH:3]=[CH:4][C:5]3[C:11]([CH3:13])([CH3:12])[CH2:10][CH2:9][C:8](=[O:14])[N:7]([CH2:15][CH2:16][O:17][CH3:18])[C:6]=3[CH:19]=2)=[N:22][CH:23]=1.